From a dataset of Forward reaction prediction with 1.9M reactions from USPTO patents (1976-2016). Predict the product of the given reaction. Given the reactants [N:1]1[CH:2]=[CH:3][N:4]2[CH:9]=[CH:8][CH:7]=[N:6][C:5]=12.C([O-])(=O)C.[Na+].[Br-:15].[K+].BrBr, predict the reaction product. The product is: [Br:15][C:3]1[N:4]2[CH:9]=[CH:8][CH:7]=[N:6][C:5]2=[N:1][CH:2]=1.